This data is from Catalyst prediction with 721,799 reactions and 888 catalyst types from USPTO. The task is: Predict which catalyst facilitates the given reaction. (1) Reactant: [CH2:1]([N:8]([CH3:15])[CH:9]1[CH2:14][CH2:13][NH:12][CH2:11][CH2:10]1)[C:2]1[CH:7]=[CH:6][CH:5]=[CH:4][CH:3]=1.Br[C:17]1[CH:18]=[CH:19][C:20]([O:23][CH3:24])=[N:21][CH:22]=1.C(O[Na])(C)(C)C.CC1(C)C2C(=C(P(C3C=CC=CC=3)C3C=CC=CC=3)C=CC=2)OC2C(P(C3C=CC=CC=3)C3C=CC=CC=3)=CC=CC1=2. Product: [CH2:1]([N:8]([CH3:15])[CH:9]1[CH2:14][CH2:13][N:12]([C:17]2[CH:22]=[N:21][C:20]([O:23][CH3:24])=[CH:19][CH:18]=2)[CH2:11][CH2:10]1)[C:2]1[CH:3]=[CH:4][CH:5]=[CH:6][CH:7]=1. The catalyst class is: 101. (2) Reactant: Cl[C:2]1[N:7]=[C:6]([NH:8][C@H:9]([C:11]2[CH:16]=[CH:15][C:14]([F:17])=[CH:13][CH:12]=2)[CH3:10])[N:5]=[C:4]([N:18]2[CH2:22][CH2:21][CH:20]([OH:23])[CH2:19]2)[CH:3]=1.[NH2:24][C:25]1[CH:30]=[N:29][CH:28]=[CH:27][N:26]=1.P([O-])([O-])([O-])=O.[K+].[K+].[K+]. Product: [F:17][C:14]1[CH:15]=[CH:16][C:11]([C@@H:9]([NH:8][C:6]2[N:5]=[C:4]([N:18]3[CH2:22][CH2:21][CH:20]([OH:23])[CH2:19]3)[CH:3]=[C:2]([NH:24][C:25]3[CH:30]=[N:29][CH:28]=[CH:27][N:26]=3)[N:7]=2)[CH3:10])=[CH:12][CH:13]=1. The catalyst class is: 102. (3) Reactant: [C:1]1([S:7]([NH:10][C@@H:11]([CH3:48])[C:12]([NH:14][C@@H:15]([CH2:39][C:40]2[CH:45]=[CH:44][C:43]([O:46][CH3:47])=[CH:42][CH:41]=2)[C:16]([NH:18][CH:19]([CH2:32][C:33]2[CH:38]=[CH:37][CH:36]=[CH:35][CH:34]=2)[C@H:20]([OH:31])[C:21]([NH:23][CH2:24][C:25]2[CH:30]=[CH:29][CH:28]=[CH:27][CH:26]=2)=[O:22])=[O:17])=[O:13])(=[O:9])=[O:8])[CH:6]=[CH:5][CH:4]=[CH:3][CH:2]=1.CC(OI1(OC(C)=O)(OC(C)=O)OC(=O)C2C=CC=CC1=2)=O. Product: [C:1]1([S:7]([NH:10][C@@H:11]([CH3:48])[C:12]([NH:14][C@@H:15]([CH2:39][C:40]2[CH:45]=[CH:44][C:43]([O:46][CH3:47])=[CH:42][CH:41]=2)[C:16]([NH:18][C@@H:19]([CH2:32][C:33]2[CH:38]=[CH:37][CH:36]=[CH:35][CH:34]=2)[C:20](=[O:31])[C:21]([NH:23][CH2:24][C:25]2[CH:30]=[CH:29][CH:28]=[CH:27][CH:26]=2)=[O:22])=[O:17])=[O:13])(=[O:9])=[O:8])[CH:6]=[CH:5][CH:4]=[CH:3][CH:2]=1. The catalyst class is: 4. (4) Reactant: Cl.C([O:6][C:7]([C:9]1[N:10]=[N:11][C:12]([C:15]2[CH:20]=[CH:19][C:18]([C:21]3([C:25]4[CH:30]=[CH:29][C:28]([O:31][CH2:32][C:33]5[CH:38]=[CH:37][CH:36]=[CH:35][N:34]=5)=[CH:27][CH:26]=4)[CH2:24][CH2:23][CH2:22]3)=[CH:17][CH:16]=2)=[CH:13][CH:14]=1)=[CH2:8])CCC. Product: [N:34]1[CH:35]=[CH:36][CH:37]=[CH:38][C:33]=1[CH2:32][O:31][C:28]1[CH:27]=[CH:26][C:25]([C:21]2([C:18]3[CH:19]=[CH:20][C:15]([C:12]4[N:11]=[N:10][C:9]([C:7](=[O:6])[CH3:8])=[CH:14][CH:13]=4)=[CH:16][CH:17]=3)[CH2:24][CH2:23][CH2:22]2)=[CH:30][CH:29]=1. The catalyst class is: 14. (5) Reactant: [OH:1][CH2:2][C:3]1[N:7]2[CH:8]=[C:9]([C:12]#[N:13])[CH:10]=[CH:11][C:6]2=[N:5][CH:4]=1.[H-].[Na+].CI.[C:18]([O-])([O-])=O.[Na+].[Na+]. Product: [CH3:18][O:1][CH2:2][C:3]1[N:7]2[CH:8]=[C:9]([C:12]#[N:13])[CH:10]=[CH:11][C:6]2=[N:5][CH:4]=1. The catalyst class is: 1. (6) Reactant: [H-].[Na+].[OH:3][C:4]1[C:11]([CH3:12])=[CH:10][C:7]([CH:8]=[O:9])=[CH:6][C:5]=1[CH3:13].Cl[CH2:15][O:16][CH3:17].O. Product: [CH3:15][O:16][CH2:17][O:3][C:4]1[C:5]([CH3:13])=[CH:6][C:7]([CH:8]=[O:9])=[CH:10][C:11]=1[CH3:12]. The catalyst class is: 3. (7) Reactant: [O:1]1[C:6]2[CH:7]=[CH:8][CH:9]=[CH:10][C:5]=2[NH:4][C:3](=O)[CH2:2]1.[H-].[Al+3].[Li+].[H-].[H-].[H-].N.O. Product: [O:1]1[C:6]2[CH:7]=[CH:8][CH:9]=[CH:10][C:5]=2[NH:4][CH2:3][CH2:2]1. The catalyst class is: 1. (8) Reactant: C([C:3]1[C:12]2[CH2:11][C@@H:10]([NH:13][CH2:14][C@@H:15]([C:17]3[CH:22]=[CH:21][C:20]([Cl:23])=[CH:19][CH:18]=3)[OH:16])[CH2:9][CH2:8][C:7]=2[CH:6]=[CH:5][C:4]=1[OH:24])C.[C:25](O[C:25]([O:27][C:28]([CH3:31])([CH3:30])[CH3:29])=[O:26])([O:27][C:28]([CH3:31])([CH3:30])[CH3:29])=[O:26]. Product: [Cl:23][C:20]1[CH:21]=[CH:22][C:17]([C@@H:15]([OH:16])[CH2:14][N:13]([C@H:10]2[CH2:9][CH2:8][C:7]3[C:12](=[CH:3][C:4]([OH:24])=[CH:5][CH:6]=3)[CH2:11]2)[C:25](=[O:26])[O:27][C:28]([CH3:31])([CH3:30])[CH3:29])=[CH:18][CH:19]=1. The catalyst class is: 7.